Dataset: Aqueous solubility values for 9,982 compounds from the AqSolDB database. Task: Regression/Classification. Given a drug SMILES string, predict its absorption, distribution, metabolism, or excretion properties. Task type varies by dataset: regression for continuous measurements (e.g., permeability, clearance, half-life) or binary classification for categorical outcomes (e.g., BBB penetration, CYP inhibition). For this dataset (solubility_aqsoldb), we predict Y. (1) The compound is C[C@H](NC(=O)[C@H](C)NC(=O)[C@@H](N)CCP(C)(=O)O)C(=O)O. The Y is 0.490 log mol/L. (2) The drug is c1ccc2cc3cc4ccccc4cc3cc2c1. The Y is -8.60 log mol/L. (3) The molecule is COC(=O)C1(S(=O)(=O)c2ccc(Br)cc2)CCCCC1. The Y is -4.48 log mol/L.